Dataset: Reaction yield outcomes from USPTO patents with 853,638 reactions. Task: Predict the reaction yield, written as a fraction of the theoretical maximum amount of product (1.0 means a 100% yield; for example, 0.34 means a 34% yield). (1) The reactants are Br[C:2]1[CH:3]=[C:4]([OH:16])[C:5]2[C:6]([CH3:15])([CH3:14])[CH2:7][CH2:8][C:9]([CH3:13])([CH3:12])[C:10]=2[CH:11]=1.C([Li])(C)(C)C.CN(C)[CH:24]=[O:25].Cl. The catalyst is C1COCC1. The product is [OH:16][C:4]1[C:5]2[C:6]([CH3:15])([CH3:14])[CH2:7][CH2:8][C:9]([CH3:13])([CH3:12])[C:10]=2[CH:11]=[C:2]([CH:24]=[O:25])[CH:3]=1. The yield is 0.670. (2) The reactants are [Br:1][C:2]1[C:7]([NH:8]C(=O)OC(C)(C)C)=[C:6]([F:16])[C:5]([C:17]([F:20])([F:19])[F:18])=[CH:4][CH:3]=1.FC(F)(F)C(O)=O. The catalyst is C(Cl)Cl. The product is [Br:1][C:2]1[C:7]([NH2:8])=[C:6]([F:16])[C:5]([C:17]([F:20])([F:18])[F:19])=[CH:4][CH:3]=1. The yield is 0.910. (3) The reactants are Br[C:2]1[S:3][CH:4]=[CH:5][C:6]=1[NH:7][C:8](=[O:14])[O:9][C:10]([CH3:13])([CH3:12])[CH3:11].C([O-])([O-])=O.[K+].[K+].Br[CH2:22]/[CH:23]=[CH:24]/[C:25]([O:27][CH2:28][CH3:29])=[O:26].C1(P(C2C=CC=CC=2)C2C=CC=CC=2)C=CC=CC=1. The catalyst is CN(C=O)C.CC([O-])=O.CC([O-])=O.[Pd+2]. The product is [CH2:28]([O:27][C:25](=[O:26])[CH2:24][C:23]1[C:2]2[S:3][CH:4]=[CH:5][C:6]=2[N:7]([C:8]([O:9][C:10]([CH3:13])([CH3:12])[CH3:11])=[O:14])[CH:22]=1)[CH3:29]. The yield is 0.690. (4) The reactants are [Si:1]([O:8][C@@H:9]1[C@@:29]2([CH3:30])[C:13](=[CH:14][CH:15]=[C:16]3[C@@H:28]2[CH2:27][CH2:26][C@@:25]2([CH3:31])[C@H:17]3[CH2:18][CH:19]=[C:20]2[C:21]([OH:24])([CH3:23])[CH3:22])[CH2:12][C@@H:11]([O:32][Si:33]([C:36]([CH3:39])([CH3:38])[CH3:37])([CH3:35])[CH3:34])[CH2:10]1)([C:4]([CH3:7])([CH3:6])[CH3:5])([CH3:3])[CH3:2].[H-].[Na+].Br[CH2:43][CH:44]1[O:48][C:45]1([CH3:47])[CH3:46].CCC(C)[BH-](C(C)CC)C(C)CC.[Li+].O1CCCC1.[OH-].[Na+].OO. The catalyst is O1CCCC1.C(OCC)(=O)C. The product is [Si:1]([O:8][C@@H:9]1[C@@:29]2([CH3:30])[C:13](=[CH:14][CH:15]=[C:16]3[C@@H:28]2[CH2:27][CH2:26][C@@:25]2([CH3:31])[C@H:17]3[CH2:18][CH:19]=[C:20]2[C:21]([O:24][CH2:43][CH2:44][C:45]([OH:48])([CH3:47])[CH3:46])([CH3:23])[CH3:22])[CH2:12][C@@H:11]([O:32][Si:33]([C:36]([CH3:39])([CH3:38])[CH3:37])([CH3:34])[CH3:35])[CH2:10]1)([C:4]([CH3:7])([CH3:6])[CH3:5])([CH3:3])[CH3:2]. The yield is 0.930. (5) The yield is 0.300. The catalyst is CCO.O.Cl. The product is [O:40]=[C:35]1[NH:36][C:37](=[O:39])/[C:38](=[CH:6]/[C:8]2[CH:29]=[C:28]([C:30]([F:33])([F:31])[F:32])[CH:27]=[CH:26][C:9]=2[O:10][C:11]2[CH:12]=[CH:13][C:14]([C:17]3[N:22]=[C:21]([C:23]([NH2:25])=[O:24])[CH:20]=[CH:19][CH:18]=3)=[CH:15][CH:16]=2)/[S:34]1. The reactants are N1CCCC1.[CH:6]([C:8]1[CH:29]=[C:28]([C:30]([F:33])([F:32])[F:31])[CH:27]=[CH:26][C:9]=1[O:10][C:11]1[CH:16]=[CH:15][C:14]([C:17]2[N:22]=[C:21]([C:23]([NH2:25])=[O:24])[CH:20]=[CH:19][CH:18]=2)=[CH:13][CH:12]=1)=O.[S:34]1[CH2:38][C:37](=[O:39])[NH:36][C:35]1=[O:40]. (6) The reactants are Cl.[C:2](=[NH:7])([O:4][CH2:5][CH3:6])[CH3:3].Cl.[F:9][C:10]([F:14])([F:13])[CH2:11]N.C([O-])([O-])=O.[K+].[K+]. The catalyst is C(Cl)Cl.O. The product is [CH2:5]([O:4][C:2](=[N:7][CH2:11][C:10]([F:14])([F:13])[F:9])[CH3:3])[CH3:6]. The yield is 0.870. (7) The reactants are F[C:2](F)(F)[C:3]([OH:5])=[O:4].[Cl:8][C:9]1[C:10]([F:42])=[C:11]([CH:15]2[C:19]([C:22]3[CH:27]=[CH:26][C:25]([Cl:28])=[CH:24][C:23]=3[F:29])([C:20]#[N:21])[CH:18]([CH2:30][C:31]3([CH2:37][OH:38])[CH2:36][CH2:35][CH:34]=[CH:33][CH2:32]3)[NH:17][CH:16]2[C:39]([OH:41])=O)[CH:12]=[CH:13][CH:14]=1.CN(C(O[N:51]1N=N[C:53]2[CH:54]=[CH:55]C=N[C:52]1=2)=[N+](C)C)C.F[P-](F)(F)(F)(F)F.[CH3:67]CN(C(C)C)C(C)C. The catalyst is C(Cl)Cl. The product is [CH3:2][C:3]1([CH3:67])[O:5][C@@H:54]([CH2:53][CH2:52][NH:51][C:39]([CH:16]2[CH:15]([C:11]3[CH:12]=[CH:13][CH:14]=[C:9]([Cl:8])[C:10]=3[F:42])[C:19]([C:22]3[CH:27]=[CH:26][C:25]([Cl:28])=[CH:24][C:23]=3[F:29])([C:20]#[N:21])[CH:18]([CH2:30][C:31]3([CH2:37][OH:38])[CH2:36][CH2:35][CH:34]=[CH:33][CH2:32]3)[NH:17]2)=[O:41])[CH2:55][O:4]1. The yield is 0.470.